This data is from Forward reaction prediction with 1.9M reactions from USPTO patents (1976-2016). The task is: Predict the product of the given reaction. Given the reactants [Cl:1][C:2]1[CH:3]=[C:4]([S:9]Cl)[CH:5]=[C:6]([Cl:8])[CH:7]=1.[C:11]([O:14][CH2:15][C:16]1[N:17]([CH2:24][C:25]2[CH:30]=[CH:29][N:28]=[CH:27][CH:26]=2)[CH:18]=[C:19]([CH:21]([CH3:23])[CH3:22])[N:20]=1)(=[O:13])[CH3:12].C(N(CC)CC)C, predict the reaction product. The product is: [C:11]([O:14][CH2:15][C:16]1[N:17]([CH2:24][C:25]2[CH:30]=[CH:29][N:28]=[CH:27][CH:26]=2)[C:18]([S:9][C:4]2[CH:3]=[C:2]([Cl:1])[CH:7]=[C:6]([Cl:8])[CH:5]=2)=[C:19]([CH:21]([CH3:23])[CH3:22])[N:20]=1)(=[O:13])[CH3:12].